Dataset: Full USPTO retrosynthesis dataset with 1.9M reactions from patents (1976-2016). Task: Predict the reactants needed to synthesize the given product. (1) Given the product [Cl:1][C:2]1[CH:7]=[CH:6][C:5]([C:8]([F:10])([F:11])[F:9])=[CH:4][C:3]=1[S:12]([N:15]([C@@H:16]1[CH2:20][CH2:19][N:18]([C:21]#[N:63])[CH2:17]1)[CH2:34][C:35]1[CH:40]=[CH:39][CH:38]=[CH:37][CH:36]=1)(=[O:13])=[O:14], predict the reactants needed to synthesize it. The reactants are: [Cl:1][C:2]1[CH:7]=[CH:6][C:5]([C:8]([F:11])([F:10])[F:9])=[CH:4][C:3]=1[S:12]([NH:15][C@@H:16]1[CH2:20][CH2:19][N:18]([C:21](OC(C)(C)C)=O)[CH2:17]1)(=[O:14])=[O:13].C([O-])([O-])=O.[K+].[K+].[CH2:34](Br)[C:35]1[CH:40]=[CH:39][CH:38]=[CH:37][CH:36]=1.C1C=CC(P(C2C=CC=CC=2)C2C=CC=CC=2)=CC=1.CC[N:63](C(C)C)C(C)C.BrC#N.C(O)C(N)(CO)CO. (2) Given the product [C:1]([C:3]1[CH:8]=[C:7]([CH3:9])[CH:6]=[CH:5][C:4]=1[C:10]1[CH:15]=[C:14]([O:16][C:17]2[S:18][CH:19]=[CH:20][N:21]=2)[CH:13]=[C:12]([C:22]([NH:34][C@@H:32]([C:29]2[CH:28]=[N:27][C:26]([CH3:25])=[N:31][CH:30]=2)[CH3:33])=[O:23])[CH:11]=1)#[N:2], predict the reactants needed to synthesize it. The reactants are: [C:1]([C:3]1[CH:8]=[C:7]([CH3:9])[CH:6]=[CH:5][C:4]=1[C:10]1[CH:15]=[C:14]([O:16][C:17]2[S:18][CH:19]=[CH:20][N:21]=2)[CH:13]=[C:12]([C:22](O)=[O:23])[CH:11]=1)#[N:2].[CH3:25][C:26]1[N:31]=[CH:30][C:29]([C@H:32]([NH2:34])[CH3:33])=[CH:28][N:27]=1.C(N(CC)C(C)C)(C)C. (3) Given the product [F:40][C:18]([F:17])([F:39])[O:19][C:20]1[CH:25]=[CH:24][C:23]([N:26]2[CH:30]=[N:29][C:28]([C:31]3[CH:38]=[CH:37][C:34](/[CH:35]=[CH:11]/[C:12]([O:14][CH2:15][CH3:16])=[O:13])=[CH:33][CH:32]=3)=[N:27]2)=[CH:22][CH:21]=1, predict the reactants needed to synthesize it. The reactants are: [H-].[Na+].C(OP([CH2:11][C:12]([O:14][CH2:15][CH3:16])=[O:13])(OCC)=O)C.[F:17][C:18]([F:40])([F:39])[O:19][C:20]1[CH:25]=[CH:24][C:23]([N:26]2[CH:30]=[N:29][C:28]([C:31]3[CH:38]=[CH:37][C:34]([CH:35]=O)=[CH:33][CH:32]=3)=[N:27]2)=[CH:22][CH:21]=1. (4) The reactants are: [O:1]([CH2:8][C:9]1[CH:10]=[CH:11][C:12]([CH2:15]O)=[N:13][CH:14]=1)[C:2]1[CH:7]=[CH:6][CH:5]=[CH:4][CH:3]=1.[C:17]1(=[O:27])[NH:21][C:20](=[O:22])[C:19]2=[CH:23][CH:24]=[CH:25][CH:26]=[C:18]12.C1(P(C2C=CC=CC=2)C2C=CC=CC=2)C=CC=CC=1.N(C(OCC)=O)=NC(OCC)=O. Given the product [O:1]([CH2:8][C:9]1[CH:10]=[CH:11][C:12]([CH2:15][N:21]2[C:17](=[O:27])[C:18]3[C:19](=[CH:23][CH:24]=[CH:25][CH:26]=3)[C:20]2=[O:22])=[N:13][CH:14]=1)[C:2]1[CH:3]=[CH:4][CH:5]=[CH:6][CH:7]=1, predict the reactants needed to synthesize it. (5) Given the product [ClH:1].[Cl:48][C:6]1[CH:5]=[N+:4]([O-:49])[CH:3]=[C:2]([Cl:1])[C:7]=1[CH2:8][C@@H:9]([C:33]1[CH:38]=[CH:37][C:36]([O:39][CH:40]([F:41])[F:42])=[C:35]([O:43][CH2:44][CH:45]2[CH2:46][CH2:47]2)[CH:34]=1)[O:10][C:11](=[O:32])[C:12]1[CH:17]=[CH:16][C:15]([O:18][CH2:19][CH2:20][N:21]2[CH2:22][CH2:23][O:24][CH2:25][CH2:26]2)=[C:14]([O:27][S:28]([CH3:31])(=[O:29])=[O:30])[CH:13]=1, predict the reactants needed to synthesize it. The reactants are: [Cl:1][C:2]1[CH:3]=[N+:4]([O-:49])[CH:5]=[C:6]([Cl:48])[C:7]=1[CH2:8][C@@H:9]([C:33]1[CH:38]=[CH:37][C:36]([O:39][CH:40]([F:42])[F:41])=[C:35]([O:43][CH2:44][CH:45]2[CH2:47][CH2:46]2)[CH:34]=1)[O:10][C:11](=[O:32])[C:12]1[CH:17]=[CH:16][C:15]([O:18][CH2:19][CH2:20][N:21]2[CH2:26][CH2:25][O:24][CH2:23][CH2:22]2)=[C:14]([O:27][S:28]([CH3:31])(=[O:30])=[O:29])[CH:13]=1.Cl.CO. (6) Given the product [C:1]1([CH2:7][C:8]([Cl:12])([CH3:10])[CH3:9])[CH:6]=[CH:5][CH:4]=[CH:3][CH:2]=1, predict the reactants needed to synthesize it. The reactants are: [C:1]1([CH2:7][C:8](O)([CH3:10])[CH3:9])[CH:6]=[CH:5][CH:4]=[CH:3][CH:2]=1.[ClH:12]. (7) Given the product [F:1][C:2]1[CH:7]=[CH:6][C:5]([F:8])=[CH:4][C:3]=1[CH:9]([S:20]([C:23]1[CH:24]=[CH:25][C:26]([F:29])=[CH:27][CH:28]=1)(=[O:21])=[O:22])[C:10]1[C:11]([CH3:19])=[CH:12][C:13]([C:16]([NH:30][CH2:31][CH2:32][NH:33][C:34](=[O:40])[O:35][C:36]([CH3:38])([CH3:37])[CH3:39])=[O:17])=[N:14][CH:15]=1, predict the reactants needed to synthesize it. The reactants are: [F:1][C:2]1[CH:7]=[CH:6][C:5]([F:8])=[CH:4][C:3]=1[CH:9]([S:20]([C:23]1[CH:28]=[CH:27][C:26]([F:29])=[CH:25][CH:24]=1)(=[O:22])=[O:21])[C:10]1[C:11]([CH3:19])=[CH:12][C:13]([C:16](O)=[O:17])=[N:14][CH:15]=1.[NH2:30][CH2:31][CH2:32][NH:33][C:34](=[O:40])[O:35][C:36]([CH3:39])([CH3:38])[CH3:37].ON1C2C=CC=CC=2N=N1.Cl.C(N=C=NCCCN(C)C)C.CN1CCOCC1. (8) Given the product [CH2:32]1[C:40]2[C:35](=[CH:36][C:37]([O:41][C:42]3[CH:43]=[C:44]([CH2:45][NH:46][C:4](=[O:6])[C:3]4[CH:7]=[CH:8][CH:9]=[N:10][C:2]=4[NH2:1])[CH:47]=[CH:48][CH:49]=3)=[CH:38][CH:39]=2)[CH2:34][CH2:33]1, predict the reactants needed to synthesize it. The reactants are: [NH2:1][C:2]1[N:10]=[CH:9][CH:8]=[CH:7][C:3]=1[C:4]([OH:6])=O.ON1C2C=CC=CC=2N=N1.CCN=C=NCCCN(C)C.[CH2:32]1[C:40]2[C:35](=[CH:36][C:37]([O:41][C:42]3[CH:43]=[C:44]([CH:47]=[CH:48][CH:49]=3)[CH2:45][NH2:46])=[CH:38][CH:39]=2)[CH2:34][CH2:33]1.C(=O)(O)[O-].[Na+].